From a dataset of Reaction yield outcomes from USPTO patents with 853,638 reactions. Predict the reaction yield, written as a fraction of the theoretical maximum amount of product (1.0 means a 100% yield; for example, 0.34 means a 34% yield). (1) The reactants are [CH:1]1([C:4]2[C:5]([N:24]([C:29]3[CH:34]=[CH:33][C:32]([OH:35])=[CH:31][CH:30]=3)[S:25]([CH3:28])(=[O:27])=[O:26])=[CH:6][C:7]3[O:11][C:10]([C:12]4[CH:17]=[CH:16][C:15]([F:18])=[CH:14][CH:13]=4)=[C:9]([C:19]([NH:21][CH3:22])=[O:20])[C:8]=3[CH:23]=2)[CH2:3][CH2:2]1.C(=O)([O-])[O-].[K+].[K+].Br[CH2:43][B:44]1[O:48]C(C)(C)C(C)(C)[O:45]1. The catalyst is CC#N. The product is [CH:1]1([C:4]2[C:5]([N:24]([C:29]3[CH:30]=[CH:31][C:32]([O:35][CH2:43][B:44]([OH:48])[OH:45])=[CH:33][CH:34]=3)[S:25]([CH3:28])(=[O:27])=[O:26])=[CH:6][C:7]3[O:11][C:10]([C:12]4[CH:17]=[CH:16][C:15]([F:18])=[CH:14][CH:13]=4)=[C:9]([C:19](=[O:20])[NH:21][CH3:22])[C:8]=3[CH:23]=2)[CH2:3][CH2:2]1. The yield is 0.810. (2) The product is [Cl:30][C:31]1[CH:36]=[C:35]([C:2]2[C:3]3[CH:14]=[C:13]([C:15]4[CH:20]=[CH:19][CH:18]=[CH:17][CH:16]=4)[CH:12]=[CH:11][C:4]=3[N:5]([CH3:10])[C:6](=[O:9])[CH2:7][N:8]=2)[CH:34]=[CH:33][CH:32]=1. The yield is 0.370. The reactants are Cl[C:2]1[C:3]2[CH:14]=[C:13]([C:15]3[CH:20]=[CH:19][CH:18]=[CH:17][CH:16]=3)[CH:12]=[CH:11][C:4]=2[N:5]([CH3:10])[C:6](=[O:9])[CH2:7][N:8]=1.C1(B(O)O)C=CC=CC=1.[Cl:30][C:31]1[CH:32]=[C:33](B(O)O)[CH:34]=[CH:35][CH:36]=1. No catalyst specified.